This data is from Forward reaction prediction with 1.9M reactions from USPTO patents (1976-2016). The task is: Predict the product of the given reaction. (1) Given the reactants [CH:1]1([N:6]2[C:11]3[N:12]=[C:13]([S:16][CH3:17])[N:14]=[CH:15][C:10]=3[CH:9]=[C:8]([CH3:18])[C:7]2=[O:19])[CH2:5][CH2:4][CH2:3][CH2:2]1.CO.C1(S(N2C(C3C=CC=CC=3)O2)(=O)=[O:29])C=CC=CC=1, predict the reaction product. The product is: [CH:1]1([N:6]2[C:11]3[N:12]=[C:13]([S:16]([CH3:17])=[O:29])[N:14]=[CH:15][C:10]=3[CH:9]=[C:8]([CH3:18])[C:7]2=[O:19])[CH2:2][CH2:3][CH2:4][CH2:5]1. (2) Given the reactants [CH2:1]([C:3]1([CH2:17][CH3:18])[CH2:8][CH2:7][C:6](OS(C(F)(F)F)(=O)=O)=[CH:5][CH2:4]1)[CH3:2].[B:19]1([B:19]2[O:23][C:22]([CH3:25])([CH3:24])[C:21]([CH3:27])([CH3:26])[O:20]2)[O:23][C:22]([CH3:25])([CH3:24])[C:21]([CH3:27])([CH3:26])[O:20]1.C([O-])(=O)C.[K+], predict the reaction product. The product is: [CH2:1]([C:3]1([CH2:17][CH3:18])[CH2:8][CH2:7][C:6]([B:19]2[O:23][C:22]([CH3:25])([CH3:24])[C:21]([CH3:27])([CH3:26])[O:20]2)=[CH:5][CH2:4]1)[CH3:2].